Regression. Given two drug SMILES strings and cell line genomic features, predict the synergy score measuring deviation from expected non-interaction effect. From a dataset of NCI-60 drug combinations with 297,098 pairs across 59 cell lines. (1) Drug 1: C1CC(=O)NC(=O)C1N2CC3=C(C2=O)C=CC=C3N. Drug 2: CN(C(=O)NC(C=O)C(C(C(CO)O)O)O)N=O. Cell line: UACC-257. Synergy scores: CSS=-0.912, Synergy_ZIP=-1.48, Synergy_Bliss=-4.22, Synergy_Loewe=-1.27, Synergy_HSA=-2.57. (2) Drug 1: CN(C)N=NC1=C(NC=N1)C(=O)N. Drug 2: C1=CC(=CC=C1CC(C(=O)O)N)N(CCCl)CCCl.Cl. Cell line: UACC-257. Synergy scores: CSS=2.82, Synergy_ZIP=4.34, Synergy_Bliss=10.9, Synergy_Loewe=0.744, Synergy_HSA=4.48. (3) Drug 1: C1C(C(OC1N2C=C(C(=O)NC2=O)F)CO)O. Drug 2: C1CCC(C(C1)N)N.C(=O)(C(=O)[O-])[O-].[Pt+4]. Cell line: NCI-H460. Synergy scores: CSS=67.3, Synergy_ZIP=2.77, Synergy_Bliss=1.71, Synergy_Loewe=-1.38, Synergy_HSA=4.21. (4) Drug 1: CNC(=O)C1=CC=CC=C1SC2=CC3=C(C=C2)C(=NN3)C=CC4=CC=CC=N4. Drug 2: C1=C(C(=O)NC(=O)N1)N(CCCl)CCCl. Cell line: UACC-257. Synergy scores: CSS=11.1, Synergy_ZIP=-3.31, Synergy_Bliss=1.13, Synergy_Loewe=-0.767, Synergy_HSA=-0.202.